This data is from Catalyst prediction with 721,799 reactions and 888 catalyst types from USPTO. The task is: Predict which catalyst facilitates the given reaction. (1) Product: [CH3:5][O:4][C:2]([N:16]1[CH2:17][CH2:18][CH:14]([NH2:13])[CH2:15]1)=[O:3]. Reactant: Cl[C:2]([O:4][CH3:5])=[O:3].C(OC([NH:13][CH:14]1[CH2:18][CH2:17][NH:16][CH2:15]1)=O)(C)(C)C.C(N(CC)CC)C.[OH-]. The catalyst class is: 61. (2) Reactant: [NH:1]1[C:9]2[C:4](=[CH:5][CH:6]=[CH:7][CH:8]=2)[C:3]([CH:10]2[CH2:15][CH2:14][N:13](C(OC(C)(C)C)=O)[CH2:12][CH2:11]2)=[CH:2]1.[ClH:23]. Product: [ClH:23].[NH:13]1[CH2:14][CH2:15][CH:10]([C:3]2[C:4]3[C:9](=[CH:8][CH:7]=[CH:6][CH:5]=3)[NH:1][CH:2]=2)[CH2:11][CH2:12]1. The catalyst class is: 12. (3) Reactant: [C:1]([NH:4][C:5]([CH2:16][C:17]([C:19]1[CH:24]=[CH:23][C:22]([S:25][C:26]2[CH:31]=[CH:30][C:29]([C:32](=[O:35])[CH2:33]Cl)=[CH:28][CH:27]=2)=[CH:21][CH:20]=1)=[O:18])([C:11]([O:13][CH2:14][CH3:15])=[O:12])[C:6]([O:8][CH2:9][CH3:10])=[O:7])(=[O:3])[CH3:2].[C:36]([OH:41])(=[O:40])[CH:37]([CH3:39])[CH3:38].CCN(CC)CC. Product: [C:1]([NH:4][C:5]([CH2:16][C:17]([C:19]1[CH:24]=[CH:23][C:22]([S:25][C:26]2[CH:31]=[CH:30][C:29]([C:32](=[O:35])[CH2:33][O:41][C:36](=[O:40])[CH:37]([CH3:39])[CH3:38])=[CH:28][CH:27]=2)=[CH:21][CH:20]=1)=[O:18])([C:11]([O:13][CH2:14][CH3:15])=[O:12])[C:6]([O:8][CH2:9][CH3:10])=[O:7])(=[O:3])[CH3:2]. The catalyst class is: 23.